This data is from Full USPTO retrosynthesis dataset with 1.9M reactions from patents (1976-2016). The task is: Predict the reactants needed to synthesize the given product. (1) Given the product [BrH:57].[S:9]1[C:4]2[CH:3]=[CH:2][CH:1]=[CH:6][C:5]=2[C:7]([N:10]2[CH2:11][CH2:12][N:13]([CH2:16][CH2:17][C:18]3[CH:19]=[C:20]4[C:21](=[CH:22][C:23]=3[Cl:24])[NH:25][C:26](=[O:27])[CH2:28]4)[CH2:14][CH2:15]2)=[N:8]1.[BrH:57].[BrH:57].[S:37]1[C:32]2[CH:31]=[CH:30][CH:29]=[CH:34][C:33]=2[C:35]([N:38]2[CH2:39][CH2:40][N:41]([CH2:44][CH2:45][C:46]3[CH:47]=[C:48]4[C:49](=[CH:50][C:51]=3[Cl:52])[NH:53][C:54](=[O:55])[CH2:56]4)[CH2:42][CH2:43]2)=[N:36]1, predict the reactants needed to synthesize it. The reactants are: [CH:1]1[CH:2]=[CH:3][C:4]2[S:9][N:8]=[C:7]([N:10]3[CH2:15][CH2:14][N:13]([CH2:16][CH2:17][C:18]4[CH:19]=[C:20]5[CH2:28][C:26](=[O:27])[NH:25][C:21]5=[CH:22][C:23]=4[Cl:24])[CH2:12][CH2:11]3)[C:5]=2[CH:6]=1.[CH:29]1[CH:30]=[CH:31][C:32]2[S:37][N:36]=[C:35]([N:38]3[CH2:43][CH2:42][N:41]([CH2:44][CH2:45][C:46]4[CH:47]=[C:48]5[CH2:56][C:54](=[O:55])[NH:53][C:49]5=[CH:50][C:51]=4[Cl:52])[CH2:40][CH2:39]3)[C:33]=2[CH:34]=1.[BrH:57]. (2) Given the product [CH2:10]1[C:1]2[CH:6]=[CH:5][CH:4]=[CH:3][C:2]=2[CH2:7][CH2:8][NH:12][CH2:11]1, predict the reactants needed to synthesize it. The reactants are: [C:1]1([CH2:10][C:11]#[N:12])[CH:6]=[CH:5][CH:4]=[CH:3][C:2]=1[CH2:7][C:8]#N. (3) Given the product [CH:28]12[CH2:29][CH:24]3[CH2:25][CH:26]([CH2:30][CH:22]([CH2:23]3)[CH:21]1[NH:18][C:19](=[O:20])[CH2:14][C:13](=[O:15])[C:12]([CH3:17])([CH3:16])[CH3:11])[CH2:27]2, predict the reactants needed to synthesize it. The reactants are: C[Si]([N-][Si](C)(C)C)(C)C.[Li+].[CH3:11][C:12]([CH3:17])([CH3:16])[C:13](=[O:15])[CH3:14].[N:18]([CH:21]1[CH:28]2[CH2:29][CH:24]3[CH2:25][CH:26]([CH2:30][CH:22]1[CH2:23]3)[CH2:27]2)=[C:19]=[O:20].Cl.C12CC3CC(CC(C3)C1N)C2.[NH4+].[Cl-]. (4) The reactants are: C(OP(O[CH2:10][C:11]1[O:15][N:14]=[C:13]([C:16]([O:18][CH2:19][CH3:20])=[O:17])[CH:12]=1)(OCC)=O)C.[Cl:21][C:22]1[CH:27]=[CH:26][C:25](B(O)O)=[CH:24][CH:23]=1.C(=O)([O-])[O-].[K+].[K+].C1(P(C2C=CC=CC=2)C2C=CC=CC=2)C=CC=CC=1. Given the product [Cl:21][C:22]1[CH:27]=[CH:26][C:25]([CH2:10][C:11]2[O:15][N:14]=[C:13]([C:16]([O:18][CH2:19][CH3:20])=[O:17])[CH:12]=2)=[CH:24][CH:23]=1, predict the reactants needed to synthesize it. (5) Given the product [Cl:39][C:35]1[S:34][C:33]([S:30](=[O:32])(=[O:31])[NH:29][C:26]([CH3:27])([CH3:28])[CH2:25][OH:24])=[CH:37][C:36]=1[NH:38][C:21]([C:20]1[CH:19]=[N:18][N:11]2[C:12]([C:14]([F:15])([F:17])[F:16])=[CH:13][C:8]([C:5]3[CH:4]=[CH:3][C:2]([Cl:1])=[CH:7][CH:6]=3)=[N:9][C:10]=12)=[O:22], predict the reactants needed to synthesize it. The reactants are: [Cl:1][C:2]1[CH:7]=[CH:6][C:5]([C:8]2[CH:13]=[C:12]([C:14]([F:17])([F:16])[F:15])[N:11]3[N:18]=[CH:19][C:20]([C:21](O)=[O:22])=[C:10]3[N:9]=2)=[CH:4][CH:3]=1.[OH:24][CH2:25][C:26]([NH:29][S:30]([C:33]1[S:34][C:35]([Cl:39])=[C:36]([NH2:38])[CH:37]=1)(=[O:32])=[O:31])([CH3:28])[CH3:27]. (6) Given the product [CH3:14][C:12]1([CH3:13])[C:8]([CH3:22])([CH3:7])[O:9][B:10]([C:15]2[CH:20]=[CH:19][C:18]([O:21][CH2:25][C:26]3[CH:31]=[CH:30][CH:29]=[CH:28][N:27]=3)=[CH:17][CH:16]=2)[O:11]1, predict the reactants needed to synthesize it. The reactants are: C(=O)([O-])[O-].[Cs+].[Cs+].[CH3:7][C:8]1([CH3:22])[C:12]([CH3:14])([CH3:13])[O:11][B:10]([C:15]2[CH:20]=[CH:19][C:18]([OH:21])=[CH:17][CH:16]=2)[O:9]1.Br.Br[CH2:25][C:26]1[CH:31]=[CH:30][CH:29]=[CH:28][N:27]=1. (7) Given the product [CH2:24]([O:23][CH2:22][CH2:21][O:1][C:2]1[CH:3]=[C:4]([CH:9]=[C:10]([O:12][CH3:13])[CH:11]=1)[C:5]([O:7][CH3:8])=[O:6])[C:25]1[CH:30]=[CH:29][CH:28]=[CH:27][CH:26]=1, predict the reactants needed to synthesize it. The reactants are: [OH:1][C:2]1[CH:3]=[C:4]([CH:9]=[C:10]([O:12][CH3:13])[CH:11]=1)[C:5]([O:7][CH3:8])=[O:6].C([O-])([O-])=O.[K+].[K+].Br[CH2:21][CH2:22][O:23][CH2:24][C:25]1[CH:30]=[CH:29][CH:28]=[CH:27][CH:26]=1. (8) Given the product [CH3:29][NH:28][C:22]1[N:23]=[CH:24][C:11]2[C:7]([CH:8]=1)=[CH:6][C:5]([C:12]([O:14][CH3:34])=[O:13])=[CH:4][CH:3]=2.[CH3:29][NH:28][C:22]1[N:23]=[CH:24][C:25]2[C:20]([CH:21]=1)=[CH:19][C:18]([C:12]([OH:14])=[O:13])=[CH:27][CH:26]=2, predict the reactants needed to synthesize it. The reactants are: FC(F)(F)[C:3]1[CH:4]=[C:5]([C:12]([OH:14])=[O:13])[CH:6]=[C:7]2[C:11]=1NN=[CH:8]2.Br[C:18]1[CH:19]=[C:20]2[C:25](=[CH:26][CH:27]=1)[CH:24]=[N:23][C:22]([NH:28][CH3:29])=[CH:21]2.O.O.[OH-].[Li+].[CH3:34]O. (9) Given the product [C:17]([NH:2][C@H:3]1[CH2:8][CH2:7][C@H:6]([OH:9])[CH2:5][CH2:4]1)([O:16][C:12]([CH3:15])([CH3:14])[CH3:13])=[O:18], predict the reactants needed to synthesize it. The reactants are: Cl.[NH2:2][C@H:3]1[CH2:8][CH2:7][C@H:6]([OH:9])[CH2:5][CH2:4]1.[OH-].[Na+].[C:12]([O:16][C:17](O[C:17]([O:16][C:12]([CH3:15])([CH3:14])[CH3:13])=[O:18])=[O:18])([CH3:15])([CH3:14])[CH3:13]. (10) Given the product [CH3:17][O:10][C:9](=[O:11])[CH2:8][C:4]1[CH:5]=[CH:6][CH:7]=[C:2]([OH:1])[CH:3]=1, predict the reactants needed to synthesize it. The reactants are: [OH:1][C:2]1[CH:3]=[C:4]([CH2:8][C:9]([OH:11])=[O:10])[CH:5]=[CH:6][CH:7]=1.S(=O)(=O)(O)O.[CH3:17]O.